This data is from Forward reaction prediction with 1.9M reactions from USPTO patents (1976-2016). The task is: Predict the product of the given reaction. (1) Given the reactants C[Si](C)(C)[N-][Si](C)(C)C.[Li+].C[Si]([CH2:15][C:16]([O:18][CH2:19][CH3:20])=[O:17])(C)C.[F:21][C:22]1[CH:27]=[CH:26][C:25]([C:28]([C:30]2[CH:35]=[CH:34][C:33]([OH:36])=[CH:32][CH:31]=2)=O)=[CH:24][CH:23]=1, predict the reaction product. The product is: [F:21][C:22]1[CH:23]=[CH:24][C:25]([C:28]([C:30]2[CH:35]=[CH:34][C:33]([OH:36])=[CH:32][CH:31]=2)=[CH:15][C:16]([O:18][CH2:19][CH3:20])=[O:17])=[CH:26][CH:27]=1. (2) Given the reactants [Cl:1][C:2]1[CH:3]=[CH:4][C:5]([CH3:9])=[C:6]([CH:8]=1)[NH2:7].[CH3:10][C:11]1[N:16]=[C:15]([C:17]#[N:18])[CH:14]=[CH:13][CH:12]=1, predict the reaction product. The product is: [Cl:1][C:2]1[CH:3]=[CH:4][C:5]([CH3:9])=[C:6]([NH:7][C:17]([C:15]2[CH:14]=[CH:13][CH:12]=[C:11]([CH3:10])[N:16]=2)=[NH:18])[CH:8]=1. (3) Given the reactants [Si]([O:8][CH2:9][C:10]1[CH:11]=[CH:12][CH:13]=[C:14]2[C:18]=1[NH:17][CH:16]=[C:15]2[C:19](=[O:28])[CH:20](Cl)[C:21]1[CH:26]=[CH:25][CH:24]=[CH:23][CH:22]=1)(C(C)(C)C)(C)C.[CH3:29][O:30][C:31]1[CH:32]=[C:33]([CH:35]=[C:36]([O:38][CH3:39])[CH:37]=1)[NH2:34], predict the reaction product. The product is: [CH3:39][O:38][C:36]1[CH:35]=[C:33]([NH:34][CH:20]([C:21]2[CH:26]=[CH:25][CH:24]=[CH:23][CH:22]=2)[C:19]([C:15]2[C:14]3[C:18](=[C:10]([CH2:9][OH:8])[CH:11]=[CH:12][CH:13]=3)[NH:17][CH:16]=2)=[O:28])[CH:32]=[C:31]([O:30][CH3:29])[CH:37]=1. (4) Given the reactants [F:1][C:2](=[C:8]([C:11]1[CH:12]=[C:13]2[C:18](=[CH:19][C:20]=1[O:21][CH3:22])[O:17][C:16]([CH3:24])([CH3:23])[CH:15]=[C:14]2[CH:25]([CH3:27])[CH3:26])[CH2:9][CH3:10])[C:3](OCC)=[O:4].F/C(=C(/C1C=C2C(=CC=1OC)OC(C)(C)C=C2C(C)C)\CC)/C(OCC)=O.[H-].C([Al+]CC(C)C)C(C)C, predict the reaction product. The product is: [F:1]/[C:2](=[C:8](/[C:11]1[CH:12]=[C:13]2[C:18](=[CH:19][C:20]=1[O:21][CH3:22])[O:17][C:16]([CH3:24])([CH3:23])[CH:15]=[C:14]2[CH:25]([CH3:26])[CH3:27])\[CH2:9][CH3:10])/[CH2:3][OH:4]. (5) The product is: [C:12]([O:11][C:9]([N:16]1[CH2:21][CH2:20][N:19]([C:5]2[N:4]=[CH:3][C:2]([Br:1])=[CH:7][N:6]=2)[CH2:18][CH2:17]1)=[O:10])([CH3:15])([CH3:13])[CH3:14]. Given the reactants [Br:1][C:2]1[CH:3]=[N:4][C:5](Cl)=[N:6][CH:7]=1.[C:9]([N:16]1[CH2:21][CH2:20][NH:19][CH2:18][CH2:17]1)([O:11][C:12]([CH3:15])([CH3:14])[CH3:13])=[O:10].C([O-])([O-])=O.[K+].[K+], predict the reaction product. (6) Given the reactants C([O:8][N:9]1[C:18]2[C:13](=[CH:14][C:15]([Br:19])=[CH:16][N:17]=2)[C:12]([OH:20])=[C:11]([C:21]2[CH:26]=[CH:25][CH:24]=[CH:23][CH:22]=2)[C:10]1=[O:27])C1C=CC=CC=1.Br.CC(O)=O, predict the reaction product. The product is: [Br:19][C:15]1[CH:14]=[C:13]2[C:18](=[N:17][CH:16]=1)[N:9]([OH:8])[C:10](=[O:27])[C:11]([C:21]1[CH:26]=[CH:25][CH:24]=[CH:23][CH:22]=1)=[C:12]2[OH:20]. (7) Given the reactants [CH2:1]1[C:14]2[C:5](=[N:6][C:7]3[C:12]([C:13]=2[C:15]2[CH:20]=[CH:19][C:18]([OH:21])=[CH:17][CH:16]=2)=[CH:11][CH:10]=[CH:9][CH:8]=3)[CH2:4][CH2:3][CH2:2]1.Cl[CH2:23][CH2:24][CH2:25][N:26]1[CH2:30][CH2:29][CH2:28][CH2:27]1.C([O-])([O-])=O.[K+].[K+], predict the reaction product. The product is: [N:26]1([CH2:25][CH2:24][CH2:23][O:21][C:18]2[CH:19]=[CH:20][C:15]([C:13]3[C:12]4[C:7]([N:6]=[C:5]5[C:14]=3[CH2:1][CH2:2][CH2:3][CH2:4]5)=[CH:8][CH:9]=[CH:10][CH:11]=4)=[CH:16][CH:17]=2)[CH2:30][CH2:29][CH2:28][CH2:27]1. (8) Given the reactants [NH2:1]/[C:2](/[C:7]#[N:8])=[C:3](\[NH2:6])/[C:4]#[N:5].[CH3:9][C:10](=O)[CH2:11][C:12](=O)[CH3:13].O=P12OP3(OP(OP(O3)(O1)=O)(=O)O2)=O, predict the reaction product. The product is: [C:4]([C:3]1[N:6]=[C:10]([CH3:9])[CH2:11][C:12]([CH3:13])=[N:1][C:2]=1[C:7]#[N:8])#[N:5].